From a dataset of Full USPTO retrosynthesis dataset with 1.9M reactions from patents (1976-2016). Predict the reactants needed to synthesize the given product. (1) The reactants are: [F:1][C:2]([F:13])([F:12])[C:3]1[C:11]2[CH2:10][CH2:9][CH2:8][CH2:7][C:6]=2[NH:5][N:4]=1.C(=O)([O-])[O-].[K+].[K+].Br[C:21]1[CH:26]=[CH:25][C:24]([C:27]2[N:28]=[CH:29][N:30]([CH3:32])[CH:31]=2)=[CH:23][CH:22]=1.CN(C)CC(O)=O. Given the product [CH3:32][N:30]1[CH:31]=[C:27]([C:24]2[CH:23]=[CH:22][C:21]([N:5]3[C:6]4[CH2:7][CH2:8][CH2:9][CH2:10][C:11]=4[C:3]([C:2]([F:1])([F:12])[F:13])=[N:4]3)=[CH:26][CH:25]=2)[N:28]=[CH:29]1, predict the reactants needed to synthesize it. (2) Given the product [NH2:83][C:80]1[S:81][CH:82]=[C:78](/[C:12](=[N:11]/[O:10][C:7]([C:6]([OH:91])=[O:5])([CH3:8])[CH3:9])/[C:13]([NH:15][C@@H:16]2[C:23](=[O:24])[N:22]3[C@@H:17]2[S:18][CH2:19][C:20]([CH2:37][N+:38]2([CH2:43][C:44]4[C:53](=[O:54])[C:52]5[C:47](=[CH:48][C:49]([OH:66])=[C:50]([OH:56])[C:51]=5[Cl:55])[N:46]([CH2:76][CH3:77])[CH:45]=4)[CH2:42][CH2:41][CH2:40][CH2:39]2)=[C:21]3[C:25]([O-:27])=[O:26])=[O:14])[N:79]=1, predict the reactants needed to synthesize it. The reactants are: C([O:5][C:6](=[O:91])[C:7]([O:10]/[N:11]=[C:12](/[C:78]1[N:79]=[C:80]([NH:83]C(OC(C)(C)C)=O)[S:81][CH:82]=1)\[C:13]([NH:15][C@@H:16]1[C:23](=[O:24])[N:22]2[C@@H:17]1[S:18][CH2:19][C:20]([CH2:37][N+:38]1([CH2:43][C:44]3[C:53](=[O:54])[C:52]4[C:47](=[CH:48][C:49]([O:66]CC5C=CC(OC)=CC=5)=[C:50]([O:56]CC5C=CC(OC)=CC=5)[C:51]=4[Cl:55])[N:46]([CH2:76][CH3:77])[CH:45]=3)[CH2:42][CH2:41][CH2:40][CH2:39]1)=[C:21]2[C:25]([O:27]CC1C=CC(OC)=CC=1)=[O:26])=[O:14])([CH3:9])[CH3:8])(C)(C)C.C1(OC)C=CC=CC=1.C(O)(C(F)(F)F)=O.C(OC(C)C)(C)C. (3) Given the product [NH2:28][C:17]1[C:18](=[O:27])[N:19]([CH:21]2[CH2:26][CH2:25][CH2:24][NH:23][CH2:22]2)[CH:20]=[C:15]([C:10]2[CH:11]=[CH:12][CH:13]=[CH:14][C:9]=2[OH:8])[N:16]=1, predict the reactants needed to synthesize it. The reactants are: C([O:8][C:9]1[CH:14]=[CH:13][CH:12]=[CH:11][C:10]=1[C:15]1[N:16]=[C:17]([NH:28]CC2C=CC(OC)=CC=2OC)[C:18](=[O:27])[N:19]([CH:21]2[CH2:26][CH2:25][CH2:24][NH:23][CH2:22]2)[CH:20]=1)C1C=CC=CC=1. (4) Given the product [F:1][C:2]1[CH:3]=[CH:4][C:5]2=[C:6]([CH:36]=1)[O:7][CH2:8][C:9]1[CH:35]=[CH:34][CH:33]=[CH:32][C:10]=1/[C:11]/2=[CH:12]\[C:13]1[CH:18]=[CH:17][C:16]2[N:19]([C@H:20]3[CH2:28][N:27]4[C@@H:22]([CH2:23][O:24][CH2:25][CH2:26]4)[CH2:21]3)[C:45](=[O:47])[NH:29][C:15]=2[CH:14]=1, predict the reactants needed to synthesize it. The reactants are: [F:1][C:2]1[CH:3]=[CH:4][C:5]2=[C:6]([CH:36]=1)[O:7][CH2:8][C:9]1[CH:35]=[CH:34][CH:33]=[CH:32][C:10]=1/[C:11]/2=[CH:12]\[C:13]1[CH:18]=[CH:17][C:16]([NH:19][C@H:20]2[CH2:28][N:27]3[C@@H:22]([CH2:23][O:24][CH2:25][CH2:26]3)[CH2:21]2)=[C:15]([N+:29]([O-])=O)[CH:14]=1.C(N(CC)CC)C.Cl[C:45](Cl)([O:47]C(=O)OC(Cl)(Cl)Cl)Cl. (5) Given the product [Br:1][C:2]1[C:3](=[O:19])[N:4]([CH2:27][CH2:28][N:29]2[CH2:34][CH2:33][O:32][CH2:31][CH2:30]2)[C:5]([CH3:18])=[CH:6][C:7]=1[O:8][CH2:9][C:10]1[CH:15]=[CH:14][C:13]([F:16])=[CH:12][C:11]=1[F:17], predict the reactants needed to synthesize it. The reactants are: [Br:1][C:2]1[C:3](=[O:19])[NH:4][C:5]([CH3:18])=[CH:6][C:7]=1[O:8][CH2:9][C:10]1[CH:15]=[CH:14][C:13]([F:16])=[CH:12][C:11]=1[F:17].C(=O)([O-])[O-].[Cs+].[Cs+].Cl[CH2:27][CH2:28][N:29]1[CH2:34][CH2:33][O:32][CH2:31][CH2:30]1.O. (6) Given the product [Br:1][C:2]1[CH:7]=[CH:6][C:5]([NH2:8])=[CH:4][C:3]=1[S:11]([NH:14][CH2:15][CH2:16][C:17]1[CH:22]=[CH:21][CH:20]=[CH:19][N:18]=1)(=[O:12])=[O:13], predict the reactants needed to synthesize it. The reactants are: [Br:1][C:2]1[CH:7]=[CH:6][C:5]([N+:8]([O-])=O)=[CH:4][C:3]=1[S:11]([NH:14][CH2:15][CH2:16][C:17]1[CH:22]=[CH:21][CH:20]=[CH:19][N:18]=1)(=[O:13])=[O:12].[Sn](Cl)Cl. (7) Given the product [ClH:1].[C:19]1([CH:18]=[CH:17][CH2:16][N:13]2[CH:6]=[C:5]([CH2:4][CH2:3][CH2:2][C:7]3[N:8]=[C:9]([NH2:12])[NH:10][CH:11]=3)[N:15]=[N:14]2)[CH:24]=[CH:23][CH:22]=[CH:21][CH:20]=1, predict the reactants needed to synthesize it. The reactants are: [ClH:1].[CH2:2]([C:7]1[N:8]=[C:9]([NH2:12])[NH:10][CH:11]=1)[CH2:3][CH2:4][C:5]#[CH:6].[N:13]([CH2:16][CH:17]=[CH:18][C:19]1[CH:24]=[CH:23][CH:22]=[CH:21][CH:20]=1)=[N+:14]=[N-:15]. (8) Given the product [NH2:14][C:11]1[CH:12]=[CH:13][C:8]([N:7]2[CH2:6][CH2:5][NH:4][C:3](=[O:21])[CH:2]2[CH3:1])=[CH:9][C:10]=1[C:17]([F:20])([F:19])[F:18], predict the reactants needed to synthesize it. The reactants are: [CH3:1][CH:2]1[N:7]([C:8]2[CH:13]=[CH:12][C:11]([N+:14]([O-])=O)=[C:10]([C:17]([F:20])([F:19])[F:18])[CH:9]=2)[CH2:6][CH2:5][NH:4][C:3]1=[O:21]. (9) Given the product [N:14]1[CH:15]=[CH:16][C:11]([C:9]2[NH:8][C:7](=[O:17])[C:6]3[CH:2]=[N:3][NH:4][C:5]=3[CH:10]=2)=[CH:12][CH:13]=1, predict the reactants needed to synthesize it. The reactants are: N[C:2]1[C:6]2[C:7](=[O:17])[NH:8][C:9]([C:11]3[CH:16]=[CH:15][N:14]=[CH:13][CH:12]=3)=[CH:10][C:5]=2[NH:4][N:3]=1.P(=O)(O)(O)O.N([O-])=O.[Na+].[K].C(=O)([O-])[O-]. (10) Given the product [C:11]1([CH2:17][CH2:18][CH2:19][C:20]([N:9]2[CH2:10][CH:7]([C:1]3[CH:6]=[CH:5][CH:4]=[CH:3][CH:2]=3)[CH2:8]2)=[O:21])[CH:16]=[CH:15][CH:14]=[CH:13][CH:12]=1, predict the reactants needed to synthesize it. The reactants are: [C:1]1([CH:7]2[CH2:10][NH:9][CH2:8]2)[CH:6]=[CH:5][CH:4]=[CH:3][CH:2]=1.[C:11]1([CH2:17][CH2:18][CH2:19][C:20](Cl)=[O:21])[CH:16]=[CH:15][CH:14]=[CH:13][CH:12]=1.C(N(CC)CC)C.